Predict the reactants needed to synthesize the given product. From a dataset of Full USPTO retrosynthesis dataset with 1.9M reactions from patents (1976-2016). Given the product [C:31]([C:2]1[N:7]=[N:6][CH:5]=[C:4]([N:8]2[CH:12]=[C:11]([F:13])[C:10]([N:14]3[CH2:19][CH2:18][O:17][C@H:16]([C@:20]([OH:29])([CH3:28])[C:21]([O:23][C:24]([CH3:27])([CH3:26])[CH3:25])=[O:22])[C:15]3=[O:30])=[N:9]2)[CH:3]=1)#[N:32], predict the reactants needed to synthesize it. The reactants are: Cl[C:2]1[N:7]=[N:6][CH:5]=[C:4]([N:8]2[CH:12]=[C:11]([F:13])[C:10]([N:14]3[CH2:19][CH2:18][O:17][C@H:16]([C@:20]([OH:29])([CH3:28])[C:21]([O:23][C:24]([CH3:27])([CH3:26])[CH3:25])=[O:22])[C:15]3=[O:30])=[N:9]2)[CH:3]=1.[CH3:31][N:32](C=O)C.